This data is from Full USPTO retrosynthesis dataset with 1.9M reactions from patents (1976-2016). The task is: Predict the reactants needed to synthesize the given product. (1) Given the product [C:1]([CH2:3][C:4]1[C:12]2[C:7](=[N:8][CH:9]=[CH:10][CH:11]=2)[NH:6][C:5]=1[C:13]([O:15][CH3:16])=[O:14])#[N:2], predict the reactants needed to synthesize it. The reactants are: [C:1]([CH:3](O[Si](C)(C)C)[C:4]1[C:12]2[C:7](=[N:8][CH:9]=[CH:10][CH:11]=2)[NH:6][C:5]=1[C:13]([O:15][CH3:16])=[O:14])#[N:2].O([Si](C)(C)C)S(C(F)(F)F)(=O)=O.C([SiH](CC)CC)C. (2) Given the product [Br:1][C:2]1[CH:3]=[CH:4][C:5]([N:11]2[CH:15]=[CH:14][CH:13]=[N:12]2)=[C:6]([CH:9]=1)[C:7]#[N:8], predict the reactants needed to synthesize it. The reactants are: [Br:1][C:2]1[CH:3]=[CH:4][C:5](F)=[C:6]([CH:9]=1)[C:7]#[N:8].[NH:11]1[CH:15]=[CH:14][CH:13]=[N:12]1.C(=O)([O-])[O-].[K+].[K+].O. (3) Given the product [Cl:1][C:2]1[CH:3]=[CH:4][CH:5]=[C:6]2[C:11]=1[N:10]=[C:9]([C:12]1[CH:17]=[CH:16][CH:15]=[CH:14][CH:13]=1)[C:8]([CH2:18][NH:19][C:21]1[C:22]3[CH:29]=[CH:28][NH:27][C:23]=3[N:24]=[CH:25][N:26]=1)=[CH:7]2, predict the reactants needed to synthesize it. The reactants are: [Cl:1][C:2]1[CH:3]=[CH:4][CH:5]=[C:6]2[C:11]=1[N:10]=[C:9]([C:12]1[CH:17]=[CH:16][CH:15]=[CH:14][CH:13]=1)[C:8]([CH2:18][NH2:19])=[CH:7]2.Cl[C:21]1[C:22]2[CH:29]=[CH:28][NH:27][C:23]=2[N:24]=[CH:25][N:26]=1.CCN(C(C)C)C(C)C. (4) Given the product [Cl:1][C:2]1[CH:3]=[CH:4][C:5]([O:18][C:19]([F:21])([F:22])[F:20])=[C:6]2[C:10]=1[N:9]([CH2:11][CH2:12][O:13][CH3:14])[CH:8]=[C:7]2[C:15]([N:47]1[CH2:48][CH2:49][CH:44]([C:39]2[CH:38]=[C:37]([CH:42]=[CH:41][C:40]=2[F:43])[CH2:36][NH:35][C:33](=[O:34])[C:32]([F:51])([F:50])[F:31])[CH2:45][CH2:46]1)=[O:16], predict the reactants needed to synthesize it. The reactants are: [Cl:1][C:2]1[CH:3]=[CH:4][C:5]([O:18][C:19]([F:22])([F:21])[F:20])=[C:6]2[C:10]=1[N:9]([CH2:11][CH2:12][O:13][CH3:14])[CH:8]=[C:7]2[C:15](O)=[O:16].CCN(CC)CC.Cl.[F:31][C:32]([F:51])([F:50])[C:33]([NH:35][CH2:36][C:37]1[CH:42]=[CH:41][C:40]([F:43])=[C:39]([CH:44]2[CH2:49][CH2:48][NH:47][CH2:46][CH2:45]2)[CH:38]=1)=[O:34].CCN=C=NCCCN(C)C.